From a dataset of Forward reaction prediction with 1.9M reactions from USPTO patents (1976-2016). Predict the product of the given reaction. (1) Given the reactants [CH2:1]([O:3][C:4]([C:6]1[S:10][C:9](N)=[N:8][C:7]=1[C:12]1[N:13]([CH2:17][CH3:18])[N:14]=[CH:15][N:16]=1)=[O:5])[CH3:2].[ClH:19].N([O-])=O.[Na+].NC(N)=O.C(=O)(O)[O-].[Na+], predict the reaction product. The product is: [CH2:1]([O:3][C:4]([C:6]1[S:10][C:9]([Cl:19])=[N:8][C:7]=1[C:12]1[N:13]([CH2:17][CH3:18])[N:14]=[CH:15][N:16]=1)=[O:5])[CH3:2]. (2) The product is: [F:29][C:21]1[CH:22]=[C:23]([N+:26]([O-:28])=[O:27])[CH:24]=[CH:25][C:20]=1[O:19][C:13]1[C:12]2[C:17](=[CH:18][C:9]([OH:8])=[C:10]([O:30][CH3:31])[CH:11]=2)[N:16]=[CH:15][CH:14]=1. Given the reactants C([O:8][C:9]1[CH:18]=[C:17]2[C:12]([C:13]([O:19][C:20]3[CH:25]=[CH:24][C:23]([N+:26]([O-:28])=[O:27])=[CH:22][C:21]=3[F:29])=[CH:14][CH:15]=[N:16]2)=[CH:11][C:10]=1[O:30][CH3:31])C1C=CC=CC=1.Br, predict the reaction product. (3) Given the reactants [CH:1]1[C:13]2[N:12]([CH2:14][CH2:15][CH2:16][P:17](=[O:24])([O:21][CH2:22][CH3:23])[O:18][CH2:19][CH3:20])[C:11]3[C:6](=[CH:7][CH:8]=[CH:9][CH:10]=3)[C:5]=2[CH:4]=[CH:3][CH:2]=1.[Cl-].[Al+3].[Cl-].[Cl-].Cl[C:30]([CH3:33])([CH3:32])[CH3:31], predict the reaction product. The product is: [C:30]([C:8]1[CH:9]=[CH:10][C:11]2[N:12]([CH2:14][CH2:15][CH2:16][P:17](=[O:24])([O:21][CH2:22][CH3:23])[O:18][CH2:19][CH3:20])[C:13]3[C:5]([C:6]=2[CH:7]=1)=[CH:4][C:3]([C:5]([CH3:6])([CH3:13])[CH3:4])=[CH:2][CH:1]=3)([CH3:33])([CH3:32])[CH3:31]. (4) Given the reactants [Br:1][C:2]1[C:3](F)=[C:4]2[C:10]([NH:11][C:12](=[O:19])[C:13]3[CH:18]=[CH:17][CH:16]=[N:15][CH:14]=3)=[CH:9][NH:8][C:5]2=[N:6][CH:7]=1.[NH:21]1[CH2:24][CH:23]([NH:25][C:26](=[O:32])[O:27][C:28]([CH3:31])([CH3:30])[CH3:29])[CH2:22]1, predict the reaction product. The product is: [Br:1][C:2]1[C:3]([N:21]2[CH2:24][CH:23]([NH:25][C:26](=[O:32])[O:27][C:28]([CH3:30])([CH3:29])[CH3:31])[CH2:22]2)=[C:4]2[C:10]([NH:11][C:12](=[O:19])[C:13]3[CH:18]=[CH:17][CH:16]=[N:15][CH:14]=3)=[CH:9][NH:8][C:5]2=[N:6][CH:7]=1. (5) Given the reactants [Br:1][C:2]1[CH:3]=[C:4]([C:8](=NNC(N)=S)[C:9]2[CH:14]=[CH:13][CH:12]=[C:11]([Br:15])[CH:10]=2)[CH:5]=[CH:6][CH:7]=1.C[OH:22].NNC(N)=S, predict the reaction product. The product is: [Br:1][C:2]1[CH:3]=[C:4]([C:8]([C:9]2[CH:14]=[CH:13][CH:12]=[C:11]([Br:15])[CH:10]=2)=[O:22])[CH:5]=[CH:6][CH:7]=1.